From a dataset of NCI-60 drug combinations with 297,098 pairs across 59 cell lines. Regression. Given two drug SMILES strings and cell line genomic features, predict the synergy score measuring deviation from expected non-interaction effect. Drug 1: CC1CCC2CC(C(=CC=CC=CC(CC(C(=O)C(C(C(=CC(C(=O)CC(OC(=O)C3CCCCN3C(=O)C(=O)C1(O2)O)C(C)CC4CCC(C(C4)OC)O)C)C)O)OC)C)C)C)OC. Drug 2: CS(=O)(=O)CCNCC1=CC=C(O1)C2=CC3=C(C=C2)N=CN=C3NC4=CC(=C(C=C4)OCC5=CC(=CC=C5)F)Cl. Cell line: KM12. Synergy scores: CSS=3.77, Synergy_ZIP=13.5, Synergy_Bliss=12.3, Synergy_Loewe=8.73, Synergy_HSA=7.32.